This data is from Forward reaction prediction with 1.9M reactions from USPTO patents (1976-2016). The task is: Predict the product of the given reaction. (1) Given the reactants C(O[C:6]([C:8]1[N:9]=[C:10]([C:35]#[N:36])[C:11]2[C:16]([C:17]=1[OH:18])=[CH:15][C:14]([O:19][C:20]1[CH:34]=[CH:33][C:23]3[N:24]=[C:25]([N:27]4[CH2:32][CH2:31][O:30][CH2:29][CH2:28]4)[S:26][C:22]=3[CH:21]=1)=[CH:13][CH:12]=2)=[O:7])CCC.[NH2:37][CH2:38][C:39]([OH:41])=[O:40].C[O-].[Na+].CO, predict the reaction product. The product is: [C:35]([C:10]1[C:11]2[C:16](=[CH:15][C:14]([O:19][C:20]3[CH:34]=[CH:33][C:23]4[N:24]=[C:25]([N:27]5[CH2:28][CH2:29][O:30][CH2:31][CH2:32]5)[S:26][C:22]=4[CH:21]=3)=[CH:13][CH:12]=2)[C:17]([OH:18])=[C:8]([C:6]([NH:37][CH2:38][C:39]([OH:41])=[O:40])=[O:7])[N:9]=1)#[N:36]. (2) Given the reactants C([O:8][C:9]1[CH:14]=[C:13]([CH:15]=[CH2:16])[CH:12]=[CH:11][C:10]=1[N:17]1[S:21](=[O:23])(=[O:22])[NH:20][C:19](=[O:24])[CH2:18]1)C1C=CC=CC=1.B(Br)(Br)Br, predict the reaction product. The product is: [OH:8][C:9]1[CH:14]=[C:13]([CH:15]=[CH2:16])[CH:12]=[CH:11][C:10]=1[N:17]1[S:21](=[O:23])(=[O:22])[NH:20][C:19](=[O:24])[CH2:18]1. (3) Given the reactants C1N=CN(C(N2C=NC=C2)=O)C=1.[C:13]([O:17][C:18]([N:20]1[CH2:25][CH2:24][CH:23]([CH2:26][CH2:27][C:28]([OH:30])=O)[CH2:22][CH2:21]1)=[O:19])([CH3:16])([CH3:15])[CH3:14].[C:31]([C:34]1[CH:39]=[CH:38][N:37]=[CH:36][CH:35]=1)(=[O:33])[CH3:32].[Li+].CC([N-]C(C)C)C, predict the reaction product. The product is: [C:13]([O:17][C:18]([N:20]1[CH2:21][CH2:22][CH:23]([CH2:26][CH2:27][C:28](=[O:30])[CH2:32][C:31](=[O:33])[C:34]2[CH:39]=[CH:38][N:37]=[CH:36][CH:35]=2)[CH2:24][CH2:25]1)=[O:19])([CH3:14])([CH3:15])[CH3:16]. (4) Given the reactants C(=O)([O-])[O-].[K+].[K+].[CH2:7]([NH:9][CH2:10][CH3:11])[CH3:8].[Br:12][C:13]1[CH:20]=[CH:19][C:16]([CH2:17]Br)=[CH:15][CH:14]=1.Cl, predict the reaction product. The product is: [Br:12][C:13]1[CH:20]=[CH:19][C:16]([CH2:17][N:9]([CH2:10][CH3:11])[CH2:7][CH3:8])=[CH:15][CH:14]=1. (5) Given the reactants [Br:1][C:2]1[CH:3]=[CH:4][C:5]2[N:9]=[C:8]([CH3:10])[N:7]([C:11]3[CH:16]=[C:15](Cl)[N:14]=[C:13]([NH:18][C:19]4[CH:24]=[CH:23][C:22]([C:25]([F:28])([F:27])[F:26])=[CH:21][CH:20]=4)[N:12]=3)[C:6]=2[CH:29]=1.CS(C)=O.[NH4+:34].[OH-], predict the reaction product. The product is: [Br:1][C:2]1[CH:3]=[CH:4][C:5]2[N:9]=[C:8]([CH3:10])[N:7]([C:11]3[N:12]=[C:13]([NH:18][C:19]4[CH:24]=[CH:23][C:22]([C:25]([F:28])([F:27])[F:26])=[CH:21][CH:20]=4)[N:14]=[C:15]([NH2:34])[CH:16]=3)[C:6]=2[CH:29]=1. (6) Given the reactants Cl[CH2:2][C:3]1[C:12]2[C:7](=[CH:8][CH:9]=[CH:10][CH:11]=2)[CH2:6][CH:5]([C:13]([F:16])([F:15])[F:14])[N:4]=1.[K].CC(C)([O-])C, predict the reaction product. The product is: [CH3:2][C:3]1[C:12]2[C:7](=[CH:8][CH:9]=[CH:10][CH:11]=2)[CH:6]=[C:5]([C:13]([F:15])([F:14])[F:16])[N:4]=1.